This data is from Forward reaction prediction with 1.9M reactions from USPTO patents (1976-2016). The task is: Predict the product of the given reaction. (1) Given the reactants [ClH:1].[CH:2]1([C:5](=[O:33])[CH:6]([N:14]2[CH2:19][CH2:18][CH:17]([SH:20])/[C:16](=[CH:21]\[C:22]3[N:23]([CH2:27][C:28]([O:30]CC)=[O:29])[CH:24]=[CH:25][N:26]=3)/[CH2:15]2)[C:7]2[CH:12]=[CH:11][CH:10]=[CH:9][C:8]=2[F:13])[CH2:4][CH2:3]1.Cl, predict the reaction product. The product is: [ClH:1].[C:28]([CH2:27][N:23]1[CH:24]=[CH:25][N:26]=[C:22]1/[CH:21]=[C:16]1/[CH2:15][N:14]([CH:6]([C:7]2[CH:12]=[CH:11][CH:10]=[CH:9][C:8]=2[F:13])[C:5]([CH:2]2[CH2:3][CH2:4]2)=[O:33])[CH2:19][CH2:18][CH:17]/1[SH:20])([OH:30])=[O:29]. (2) The product is: [CH2:1]([O:8][C:9]1[N:14]=[N:13][C:12]([CH2:15][CH2:16][C:17]2[CH:18]=[CH:19][C:20]([O:21][CH2:22][CH2:23][O:24][S:28]([CH3:27])(=[O:30])=[O:29])=[CH:25][CH:26]=2)=[CH:11][CH:10]=1)[C:2]1[CH:3]=[CH:4][CH:5]=[CH:6][CH:7]=1. Given the reactants [CH2:1]([O:8][C:9]1[N:14]=[N:13][C:12]([CH2:15][CH2:16][C:17]2[CH:26]=[CH:25][C:20]([O:21][CH2:22][CH2:23][OH:24])=[CH:19][CH:18]=2)=[CH:11][CH:10]=1)[C:2]1[CH:7]=[CH:6][CH:5]=[CH:4][CH:3]=1.[CH3:27][S:28](Cl)(=[O:30])=[O:29], predict the reaction product. (3) Given the reactants Cl[CH2:2][C:3]1[CH:10]=[CH:9][C:6]([CH2:7][OH:8])=[CH:5][CH:4]=1.[NH:11]1[CH:15]=[CH:14][CH:13]=[N:12]1.C([O-])([O-])=O.[K+].[K+], predict the reaction product. The product is: [OH:8][CH2:7][C:6]1[CH:9]=[CH:10][C:3]([CH2:2][N:11]2[CH:15]=[CH:14][CH:13]=[N:12]2)=[CH:4][CH:5]=1. (4) Given the reactants [S:1]1[C:5]([CH2:6][O:7][C:8]([NH:10][CH2:11][CH2:12][CH2:13][NH:14][C:15](=[O:21])[O:16][C:17]([CH3:20])([CH3:19])[CH3:18])=[O:9])=[CH:4][N:3]=[CH:2]1.[H-].[Na+].Br[CH2:25][C:26]1[CH:35]=[CH:34][C:29]([C:30]([O:32][CH3:33])=[O:31])=[CH:28][CH:27]=1, predict the reaction product. The product is: [C:17]([O:16][C:15]([N:14]([CH2:25][C:26]1[CH:27]=[CH:28][C:29]([C:30]([O:32][CH3:33])=[O:31])=[CH:34][CH:35]=1)[CH2:13][CH2:12][CH2:11][N:10]([CH2:25][C:26]1[CH:35]=[CH:34][C:29]([C:30]([O:32][CH3:33])=[O:31])=[CH:28][CH:27]=1)[C:8]([O:7][CH2:6][C:5]1[S:1][CH:2]=[N:3][CH:4]=1)=[O:9])=[O:21])([CH3:18])([CH3:20])[CH3:19]. (5) Given the reactants C[Si]([N-][Si](C)(C)C)(C)C.[Na+].C[Si](C)(C)N[Si](C)(C)C.[NH2-:20].[Na+].[F:22][C:23]1[CH:30]=[CH:29][C:26]([C:27]#[N:28])=[CH:25][CH:24]=1.[NH:31]1[CH:35]=[N:34][C:33]([CH2:36][C:37]2[CH:44]=[CH:43][C:40]([C:41]#[N:42])=[CH:39][CH:38]=2)=[N:32]1, predict the reaction product. The product is: [NH:31]1[CH:35]=[N:34][C:33]([CH2:36][C:37]2[CH:44]=[CH:43][C:40]([C:41]#[N:42])=[CH:39][CH:38]=2)=[N:32]1.[F:22][C:23]1[CH:30]=[CH:29][C:26]([C:27]#[N:28])=[CH:25][CH:24]=1.[CH:25]1[C:26]([C:27]#[N:28])=[CH:29][CH:30]=[C:23]([CH:41]([N:42]2[N:32]=[CH:33][N:34]=[CH:35]2)[C:40]2[CH:43]=[CH:44][C:37]([C:36]#[N:20])=[CH:38][CH:39]=2)[CH:24]=1. (6) Given the reactants C[O:2][C:3](=[O:29])[C:4]1[C:9]([NH:10][C:11]2[N:16]=[C:15]([C:17]3[CH:22]=[C:21]([Cl:23])[CH:20]=[CH:19][C:18]=3[F:24])[N:14]=[C:13]3[O:25][N:26]=[C:27]([CH3:28])[C:12]=23)=[CH:8][CH:7]=[N:6][CH:5]=1.[OH-].[Na+].Cl, predict the reaction product. The product is: [Cl:23][C:21]1[CH:20]=[CH:19][C:18]([F:24])=[C:17]([C:15]2[N:14]=[C:13]3[O:25][N:26]=[C:27]([CH3:28])[C:12]3=[C:11]([NH:10][C:9]3[C:4]([C:3]([OH:29])=[O:2])=[CH:5][N:6]=[CH:7][CH:8]=3)[N:16]=2)[CH:22]=1.